Dataset: Full USPTO retrosynthesis dataset with 1.9M reactions from patents (1976-2016). Task: Predict the reactants needed to synthesize the given product. (1) Given the product [C:1]([O:5][C:6]([N:8]([C:27]([O:29][C:30]([CH3:33])([CH3:32])[CH3:31])=[O:28])[C@@H:9]([C:10]([O:12][CH2:13][C:14]1[CH:19]=[CH:18][CH:17]=[CH:16][CH:15]=1)=[O:11])[CH2:20][CH2:21][C@@H:22]([C:39]1[CH:38]=[CH:37][CH:36]=[C:35]([F:34])[C:40]=1[F:41])[CH2:23][N+:24]([O-:26])=[O:25])=[O:7])([CH3:4])([CH3:3])[CH3:2], predict the reactants needed to synthesize it. The reactants are: [C:1]([O:5][C:6]([N:8]([C:27]([O:29][C:30]([CH3:33])([CH3:32])[CH3:31])=[O:28])[C@H:9]([CH2:20][CH2:21]/[CH:22]=[CH:23]/[N+:24]([O-:26])=[O:25])[C:10]([O:12][CH2:13][C:14]1[CH:19]=[CH:18][CH:17]=[CH:16][CH:15]=1)=[O:11])=[O:7])([CH3:4])([CH3:3])[CH3:2].[F:34][C:35]1[C:40]([F:41])=[CH:39][CH:38]=[CH:37][C:36]=1B(O)O.O.C(=O)(O)[O-].[Na+].C1C=CC(P(C2C=CC3C(=CC=CC=3)C=2C2C3C(=CC=CC=3)C=CC=2P(C2C=CC=CC=2)C2C=CC=CC=2)C2C=CC=CC=2)=CC=1. (2) Given the product [NH2:8][CH2:9][CH2:10][CH2:11][CH2:12][N:13]([CH3:48])[S:14]([NH:17][C:18]([C:20]1[CH:28]=[C:27]2[C:23]([C:24]([CH:42]3[CH2:47][CH2:46][CH2:45][CH2:44][CH2:43]3)=[C:25]([C:30]3[CH:41]=[CH:40][CH:39]=[CH:38][C:31]=3[O:32][CH2:33][C:34]([O:36][CH3:37])=[O:35])[N:26]2[CH3:29])=[CH:22][CH:21]=1)=[O:19])(=[O:16])=[O:15], predict the reactants needed to synthesize it. The reactants are: C(OC([NH:8][CH2:9][CH2:10][CH2:11][CH2:12][N:13]([CH3:48])[S:14]([NH:17][C:18]([C:20]1[CH:28]=[C:27]2[C:23]([C:24]([CH:42]3[CH2:47][CH2:46][CH2:45][CH2:44][CH2:43]3)=[C:25]([C:30]3[CH:41]=[CH:40][CH:39]=[CH:38][C:31]=3[O:32][CH2:33][C:34]([O:36][CH3:37])=[O:35])[N:26]2[CH3:29])=[CH:22][CH:21]=1)=[O:19])(=[O:16])=[O:15])=O)(C)(C)C.ClCCl. (3) Given the product [F:21][C:22]1[C:23]([CH:24]([OH:25])[CH2:1][C:2]2[CH:3]=[N:4][CH:5]=[CH:6][C:7]=2[NH:8][C:9](=[O:15])[O:10][C:11]([CH3:12])([CH3:14])[CH3:13])=[CH:26][CH:27]=[CH:28][N:29]=1, predict the reactants needed to synthesize it. The reactants are: [CH3:1][C:2]1[CH:3]=[N:4][CH:5]=[CH:6][C:7]=1[NH:8][C:9](=[O:15])[O:10][C:11]([CH3:14])([CH3:13])[CH3:12].C([Li])CCC.[F:21][C:22]1[N:29]=[CH:28][CH:27]=[CH:26][C:23]=1[CH:24]=[O:25]. (4) Given the product [CH:7]1([CH2:12][C@H:13]([C:17]2[CH:22]=[CH:21][CH:20]=[C:19]([S:23]([CH3:24])=[O:2])[CH:18]=2)[C:14]([OH:16])=[O:15])[CH2:11][CH2:10][CH2:9][CH2:8]1, predict the reactants needed to synthesize it. The reactants are: I([O-])(=O)(=O)=[O:2].[Na+].[CH:7]1([CH2:12][C@H:13]([C:17]2[CH:22]=[CH:21][CH:20]=[C:19]([S:23][CH3:24])[CH:18]=2)[C:14]([OH:16])=[O:15])[CH2:11][CH2:10][CH2:9][CH2:8]1. (5) Given the product [Cl:27][C:28]1[CH:29]=[C:30]([C:31]2[N:33]=[C:7]([C:6]3[CH:5]=[CH:4][C:3]([CH2:2][OH:1])=[CH:11][CH:10]=3)[O:9][N:32]=2)[CH:35]=[CH:36][C:37]=1[O:38][CH:39]([CH3:41])[CH3:40], predict the reactants needed to synthesize it. The reactants are: [OH:1][CH2:2][C:3]1[CH:11]=[CH:10][C:6]([C:7]([OH:9])=O)=[CH:5][CH:4]=1.C(Cl)CCl.C1C=C2N=NN(O)C2=CC=1.O.[Cl:27][C:28]1[CH:29]=[C:30]([CH:35]=[CH:36][C:37]=1[O:38][CH:39]([CH3:41])[CH3:40])/[C:31](=[N:33]/O)/[NH2:32]. (6) The reactants are: [CH3:1][O:2][C:3]1[CH:4]=[C:5]2[C:10](=[CH:11][C:12]=1[O:13][CH3:14])[N:9]=[CH:8][N:7]=[C:6]2[O:15][C:16]1[CH:22]=[CH:21][C:19]([NH2:20])=[C:18]([CH3:23])[CH:17]=1.[F:24][C:25]1[CH:30]=[C:29]([F:31])[CH:28]=[CH:27][C:26]=1[N:32]=[C:33]=[O:34]. Given the product [F:24][C:25]1[CH:30]=[C:29]([F:31])[CH:28]=[CH:27][C:26]=1[NH:32][C:33]([NH:20][C:19]1[CH:21]=[CH:22][C:16]([O:15][C:6]2[C:5]3[C:10](=[CH:11][C:12]([O:13][CH3:14])=[C:3]([O:2][CH3:1])[CH:4]=3)[N:9]=[CH:8][N:7]=2)=[CH:17][C:18]=1[CH3:23])=[O:34], predict the reactants needed to synthesize it. (7) Given the product [CH2:1]([C:3]([F:34])([CH2:32][CH3:33])[CH2:4][N:5]1[CH2:6][CH2:7][CH:8]([CH2:11][O:12][C:13]2[CH:18]=[CH:17][C:16]([C:19]3[CH:24]=[CH:23][C:22]([C:25]([OH:27])=[O:26])=[CH:21][C:20]=3[F:30])=[CH:15][C:14]=2[F:31])[CH2:9][CH2:10]1)[CH3:2], predict the reactants needed to synthesize it. The reactants are: [CH2:1]([C:3]([F:34])([CH2:32][CH3:33])[CH2:4][N:5]1[CH2:10][CH2:9][CH:8]([CH2:11][O:12][C:13]2[CH:18]=[CH:17][C:16]([C:19]3[CH:24]=[CH:23][C:22]([C:25]([O:27]CC)=[O:26])=[CH:21][C:20]=3[F:30])=[CH:15][C:14]=2[F:31])[CH2:7][CH2:6]1)[CH3:2].O[Li].O. (8) The reactants are: Br[C:2]1[C:3](Br)=[C:4]([CH:10]=[CH:11][C:12]=1[C:13]([O:15][CH2:16][CH3:17])=[O:14])[C:5]([O:7][CH2:8][CH3:9])=[O:6].[C:19]1([CH3:28])[CH:24]=[CH:23][CH:22]=[CH:21][C:20]=1B(O)O.C([O-])([O-])=O.[K+].[K+]. Given the product [CH3:28][C:19]1[CH:24]=[CH:23][CH:22]=[CH:21][C:20]=1[C:2]1[C:12]([C:13]([O:15][CH2:16][CH3:17])=[O:14])=[CH:11][C:10]([C:3]2[CH:2]=[CH:12][CH:11]=[CH:10][C:4]=2[CH3:5])=[C:4]([C:5]([O:7][CH2:8][CH3:9])=[O:6])[CH:3]=1, predict the reactants needed to synthesize it. (9) Given the product [CH3:18][C:13]1([CH3:19])[C:14]([CH3:17])([CH3:16])[O:15][B:11]([C:2]2[CH:10]=[CH:9][C:5]3[N:6]=[CH:7][S:8][C:4]=3[CH:3]=2)[O:12]1, predict the reactants needed to synthesize it. The reactants are: Br[C:2]1[CH:10]=[CH:9][C:5]2[N:6]=[CH:7][S:8][C:4]=2[CH:3]=1.[B:11]1([B:11]2[O:15][C:14]([CH3:17])([CH3:16])[C:13]([CH3:19])([CH3:18])[O:12]2)[O:15][C:14]([CH3:17])([CH3:16])[C:13]([CH3:19])([CH3:18])[O:12]1.C([O-])(=O)C.[K+].